Dataset: Experimentally validated miRNA-target interactions with 360,000+ pairs, plus equal number of negative samples. Task: Binary Classification. Given a miRNA mature sequence and a target amino acid sequence, predict their likelihood of interaction. (1) The miRNA is mmu-miR-216b-5p with sequence AAAUCUCUGCAGGCAAAUGUGA. The protein sequence of the target gene is MRSAAVLALLLCAGQVTALPVNSPMNKGDTEVMKCIVEVISDTLSKPSPMPVSQECFETLRGDERILSILRHQNLLKELQDLALQGAKERAHQQKKHSGFEDELSEVLENQSSQAELKEAVEEPSSKDVMEKREDSKEAEKSGEATDGARPQALPEPMQESKAEGNNQAPGEEEEEEEEATNTHPPASLPSQKYPGPQAEGDSEGLSQGLVDREKGLSAEPGWQAKREEEEEEEEEAEAGEEAVPEEEGPTVVLNPHPSLGYKEIRKGESRSEALAVDGAGKPGAEEAQDPEGKGEQEHS.... Result: 0 (no interaction). (2) The miRNA is hsa-miR-6770-3p with sequence CUGGCGGCUGUGUCUUCACAG. Result: 0 (no interaction). The protein sequence of the target gene is MDRARLWLGLLLPVVAALDFRYHHQEGMEAFLKSVAQNYSSITHLHSIGKSVRGRNLWVLVVGQTPKEHRVGIPEFKYVANMHGDETVGRELLLHLIDYLVSSYRKDPEITHLIDSTRIHIMPSMNPDGFEAVQKPDCYYSNGRENYNNYDLNRNFPDAFENNNVTKQPETLAIMEWLKTETFVLSANLHGGALVASYPFDNGVQATGTLLSRSLTPDDDVFQHLAYTYASRNPNMTKGDQCKNKRNFPNGIINGYSWYPLQGGMQDYNYIWAQCFEITLELSCCKYPREEKLPLFWNDN.... (3) The miRNA is hsa-miR-4753-3p with sequence UUCUCUUUCUUUAGCCUUGUGU. The protein sequence of the target gene is MDAAVTDDFQQILPIEQLRSTHASNDYVERPPAPCKQALSSPSLIVQTHKSDWSLATMPTSLPRSLSQCHQLQPLPQHLSQSSIASSMSHSTTASDQRLLASITPSPSGQSIIRTQPGAGVHPKADGALKGEAEQSAGHPSEHLFICEECGRCKCVPCTAARPLPSCWLCNQRCLCSAESLLDYGTCLCCVKGLFYHCSTDDEDNCADEPCSCGPSSCFVRWAAMSLISLFLPCLCCYLPTRGCLHLCQQGYDSLRRPGCRCKRHTNTVCRKISSGSAPFPKAQEKSV. Result: 1 (interaction). (4) Result: 0 (no interaction). The protein sequence of the target gene is MNGFTPEEMSRGGDAAAAVAAVVAAAAAAASAGNGNAAGGGAEVPGAGAVSASGPPGAAGPGPGQLCCLREDGERCGRAAGNASFSKRIQKSISQKKVKIELDKSARHLYICDYHKNLIQSVRNRRKRKGSDDDGGDSPVQDIDTPEVDLYQLQVNTLRRYKRHFKLPTRPGLNKAQLVEIVGCHFKSIPVNEKDTLTCFIYSVRNDKNKSDLKADSGVH. The miRNA is hsa-miR-6847-3p with sequence GGCUCAUGUGUCUGUCCUCUUC.